From a dataset of Forward reaction prediction with 1.9M reactions from USPTO patents (1976-2016). Predict the product of the given reaction. (1) The product is: [N:23]1([C@H:19]2[CH2:18][C@@:17]3([CH3:29])[C@@H:16]([CH2:15][CH2:14][C@@H:13]4[C@@H:12]3[CH2:11][CH2:10][C@@:9]3([CH3:30])[C@H:8]4[CH2:7][C@H:6]([N:31]4[CH2:32][CH2:33][CH2:34][CH2:35]4)[C@@H:5]3[OH:4])[CH2:21][C@@H:20]2[OH:22])[CH2:28][CH2:27][O:26][CH2:25][CH2:24]1. Given the reactants CC([O:4][C@@H:5]1[C@@:9]2([CH3:30])[CH2:10][CH2:11][C@@H:12]3[C@@:17]4([CH3:29])[CH2:18][C@H:19]([N:23]5[CH2:28][CH2:27][O:26][CH2:25][CH2:24]5)[C@@H:20]([OH:22])[CH2:21][C@@H:16]4[CH2:15][CH2:14][C@H:13]3[C@@H:8]2[CH2:7][C@@H:6]1[N+:31]1(CC=C)[CH2:35][CH2:34][CH2:33][CH2:32]1)=O.[Br-].O1[C@H]2C[C@H]3[C@](C)(C[C@@H]12)[C@@H]1[C@H]([C@H]2[C@@](CC1)(C)[C@@H](O)[C@@H](N1CCCC1)C2)CC3.N1CCOCC1, predict the reaction product. (2) The product is: [CH3:1][O:2][C:3]([N:5]1[CH2:10][CH2:9][CH:8]([C:12]2[CH:13]=[CH:14][C:15]([Br:18])=[CH:16][CH:17]=2)[CH:7]([CH3:19])[CH2:6]1)=[O:4]. Given the reactants [CH3:1][O:2][C:3]([N:5]1[CH2:10][CH2:9][C:8]([C:12]2[CH:17]=[CH:16][C:15]([Br:18])=[CH:14][CH:13]=2)(O)[CH:7]([CH3:19])[CH2:6]1)=[O:4].C([SiH](CC)CC)C, predict the reaction product. (3) Given the reactants [CH3:1][C:2]1[C:7]([O:8][C:9]([CH3:12])([CH3:11])[CH3:10])=[CH:6][CH:5]=[CH:4][C:3]=1[N+:13]([O-])=O, predict the reaction product. The product is: [CH3:1][C:2]1[C:7]([O:8][C:9]([CH3:12])([CH3:11])[CH3:10])=[CH:6][CH:5]=[CH:4][C:3]=1[NH2:13]. (4) Given the reactants [O:1]1[C:5]2[CH:6]=[CH:7][C:8]([O:10][CH2:11][CH2:12][N:13]3[C:21]4[C:16](=[CH:17][CH:18]=[CH:19][CH:20]=4)[C:15]([CH:22]4[CH2:27][CH2:26][NH:25][CH2:24][CH2:23]4)=[CH:14]3)=[CH:9][C:4]=2[O:3][CH2:2]1.C[O:29][C:30](=[O:41])[C:31]1[CH:36]=[CH:35][CH:34]=[CH:33][C:32]=1[O:37][CH2:38][CH2:39]Cl, predict the reaction product. The product is: [O:1]1[C:5]2[CH:6]=[CH:7][C:8]([O:10][CH2:11][CH2:12][N:13]3[C:21]4[C:16](=[CH:17][CH:18]=[CH:19][CH:20]=4)[C:15]([CH:22]4[CH2:23][CH2:24][N:25]([CH2:39][CH2:38][O:37][C:32]5[CH:33]=[CH:34][CH:35]=[CH:36][C:31]=5[C:30]([OH:41])=[O:29])[CH2:26][CH2:27]4)=[CH:14]3)=[CH:9][C:4]=2[O:3][CH2:2]1. (5) Given the reactants [C:1]([C:5]1[CH:10]=[CH:9][C:8]([C:11]2[NH:15][C:14]3[CH:16]=[CH:17][CH:18]=[C:19]([N:20]4[CH2:25][CH2:24][N:23]([CH2:26][CH2:27][O:28][C:29]5[CH:34]=[CH:33][CH:32]=[C:31]([NH2:35])[C:30]=5[NH2:36])[CH2:22][CH2:21]4)[C:13]=3[N:12]=2)=[CH:7][CH:6]=1)([CH3:4])([CH3:3])[CH3:2].[N:37]#[C:38]Br.[OH-].[Na+], predict the reaction product. The product is: [C:1]([C:5]1[CH:10]=[CH:9][C:8]([C:11]2[NH:15][C:14]3[CH:16]=[CH:17][CH:18]=[C:19]([N:20]4[CH2:21][CH2:22][N:23]([CH2:26][CH2:27][O:28][C:29]5[C:30]6[NH:36][C:38](=[NH:37])[NH:35][C:31]=6[CH:32]=[CH:33][CH:34]=5)[CH2:24][CH2:25]4)[C:13]=3[N:12]=2)=[CH:7][CH:6]=1)([CH3:4])([CH3:2])[CH3:3]. (6) Given the reactants Br[CH2:2][C:3]([C:5]1[CH:15]=[CH:14][C:8]([C:9]([O:11][CH2:12][CH3:13])=[O:10])=[CH:7][CH:6]=1)=O.Cl.[O:17]([CH2:24][C:25](=[NH:27])[NH2:26])[C:18]1[CH:23]=[CH:22][CH:21]=[CH:20][CH:19]=1, predict the reaction product. The product is: [O:17]([CH2:24][C:25]1[NH:27][CH:2]=[C:3]([C:5]2[CH:15]=[CH:14][C:8]([C:9]([O:11][CH2:12][CH3:13])=[O:10])=[CH:7][CH:6]=2)[N:26]=1)[C:18]1[CH:23]=[CH:22][CH:21]=[CH:20][CH:19]=1.